From a dataset of Full USPTO retrosynthesis dataset with 1.9M reactions from patents (1976-2016). Predict the reactants needed to synthesize the given product. (1) Given the product [Br-:1].[O:4]=[C:3]([C:5]1[CH:10]=[CH:9][CH:8]=[CH:7][CH:6]=1)[CH2:2][S+:11]1[CH2:15][CH2:14][CH2:13][CH2:12]1, predict the reactants needed to synthesize it. The reactants are: [Br:1][CH2:2][C:3]([C:5]1[CH:10]=[CH:9][CH:8]=[CH:7][CH:6]=1)=[O:4].[S:11]1[CH2:15][CH2:14][CH2:13][CH2:12]1. (2) The reactants are: [CH3:1][C:2]1[S:3][C:4]([C:8]2[CH:30]=[CH:29][C:11]([CH2:12][NH:13][C:14]([C@@H:16]3[CH2:20][C@@H:19]([OH:21])[CH2:18][N:17]3C(OC(C)(C)C)=O)=[O:15])=[CH:10][CH:9]=2)=[C:5]([CH3:7])[N:6]=1.[ClH:31].O1CCOCC1. Given the product [ClH:31].[CH3:1][C:2]1[S:3][C:4]([C:8]2[CH:9]=[CH:10][C:11]([CH2:12][NH:13][C:14]([C@@H:16]3[CH2:20][C@@H:19]([OH:21])[CH2:18][NH:17]3)=[O:15])=[CH:29][CH:30]=2)=[C:5]([CH3:7])[N:6]=1, predict the reactants needed to synthesize it. (3) Given the product [CH:1]1([C:4]2[N:8]=[C:7]([C:9]3[C:16]4[C:15]([CH3:17])([CH3:18])[O:14][C:13]([CH3:20])([CH3:19])[C:12]=4[S:11][C:10]=3[NH:21][C:22]([C:23]3[CH2:29][CH2:28][CH2:27][C:24]=3[C:25]([OH:26])=[O:37])=[O:30])[O:6][N:5]=2)[CH2:2][CH2:3]1, predict the reactants needed to synthesize it. The reactants are: [CH:1]1([C:4]2[N:8]=[C:7]([C:9]3[C:16]4[C:15]([CH3:18])([CH3:17])[O:14][C:13]([CH3:20])([CH3:19])[C:12]=4[S:11][C:10]=3[N:21]3[C:25](=[O:26])[C:24]4[CH2:27][CH2:28][CH2:29][C:23]=4[C:22]3=[O:30])[O:6][N:5]=2)[CH2:3][CH2:2]1.[OH-].[Na+].CC([O:37]C)(C)C.Cl.